From a dataset of Reaction yield outcomes from USPTO patents with 853,638 reactions. Predict the reaction yield, written as a fraction of the theoretical maximum amount of product (1.0 means a 100% yield; for example, 0.34 means a 34% yield). (1) The reactants are Br[C:2]1[CH:3]=[CH:4][C:5]([F:16])=[C:6]([C:8]2[C:9]([C:14]#[N:15])=[CH:10][CH:11]=[CH:12][CH:13]=2)[CH:7]=1.CC([O-])=O.[K+].[B:22]1([B:22]2[O:26][C:25]([CH3:28])([CH3:27])[C:24]([CH3:30])([CH3:29])[O:23]2)[O:26][C:25]([CH3:28])([CH3:27])[C:24]([CH3:30])([CH3:29])[O:23]1. The catalyst is O1CCOCC1.CS(C)=O.C1C=CC([PH+]([C]2[CH][CH][CH][CH]2)C2C=CC=CC=2)=CC=1.C1C=CC([PH+]([C]2[CH][CH][CH][CH]2)C2C=CC=CC=2)=CC=1.C(Cl)Cl.Cl[Pd]Cl.[Fe]. The product is [F:16][C:5]1[CH:4]=[CH:3][C:2]([B:22]2[O:26][C:25]([CH3:28])([CH3:27])[C:24]([CH3:30])([CH3:29])[O:23]2)=[CH:7][C:6]=1[C:8]1[C:9]([C:14]#[N:15])=[CH:10][CH:11]=[CH:12][CH:13]=1. The yield is 1.00. (2) The reactants are [C:1]([O:5][C:6](=[O:50])[NH:7][C:8]1[CH:13]=[C:12]([F:14])[CH:11]=[CH:10][C:9]=1[C:15]1[CH:24]=[CH:23][C:22]2[C:17](=[CH:18][CH:19]=[C:20]([O:25]CC3C=CC=CC=3)[CH:21]=2)[C:16]=1[C:33](=[O:49])[C:34]1[CH:39]=[CH:38][C:37]([O:40][CH2:41][CH2:42][N:43]2[CH2:48][CH2:47][CH2:46][CH2:45][CH2:44]2)=[CH:36][CH:35]=1)([CH3:4])([CH3:3])[CH3:2].C([O-])=O.[NH4+].CO. The catalyst is [Pd].C(O)C. The product is [C:1]([O:5][C:6](=[O:50])[NH:7][C:8]1[CH:13]=[C:12]([F:14])[CH:11]=[CH:10][C:9]=1[C:15]1[CH:24]=[CH:23][C:22]2[C:17](=[CH:18][CH:19]=[C:20]([OH:25])[CH:21]=2)[C:16]=1[C:33](=[O:49])[C:34]1[CH:39]=[CH:38][C:37]([O:40][CH2:41][CH2:42][N:43]2[CH2:48][CH2:47][CH2:46][CH2:45][CH2:44]2)=[CH:36][CH:35]=1)([CH3:4])([CH3:2])[CH3:3]. The yield is 0.940. (3) The reactants are [Br:1][C:2]1[N:3]=[CH:4][NH:5][CH:6]=1.C(=O)([O-])[O-].[Cs+].[Cs+].Cl.Cl[CH2:15][CH2:16][N:17]1[CH2:22][CH2:21][O:20][CH2:19][CH2:18]1. The catalyst is CN(C)C=O. The product is [Br:1][C:2]1[N:3]=[CH:4][N:5]([CH2:15][CH2:16][N:17]2[CH2:22][CH2:21][O:20][CH2:19][CH2:18]2)[CH:6]=1. The yield is 0.420. (4) The reactants are [C:1]1(=[O:7])[CH2:6][CH2:5][CH2:4][CH2:3][CH2:2]1.II.Br[CH2:11][C:12]([O:14][CH2:15][CH3:16])=[O:13].S(=O)(=O)(O)O. The catalyst is C1COCC1.[Zn]. The product is [CH2:15]([O:14][C:12](=[O:13])[CH2:11][C:1]1([OH:7])[CH2:6][CH2:5][CH2:4][CH2:3][CH2:2]1)[CH3:16]. The yield is 0.940. (5) The yield is 0.694. The catalyst is C(Cl)Cl. The product is [CH3:1][O:2][C:3]([C:5]1[CH:10]=[N:9][C:8]([N:11]2[CH2:30][CH2:29][C:14]3[NH:15][C:16]4[CH:17]=[CH:18][C:19]([C:22]5[O:23][C:24]([CH2:27][N:49]6[CH2:50][CH2:51][N:46]([CH3:45])[CH2:47][CH2:48]6)=[CH:25][CH:26]=5)=[CH:20][C:21]=4[C:13]=3[CH2:12]2)=[N:7][CH:6]=1)=[O:4]. The reactants are [CH3:1][O:2][C:3]([C:5]1[CH:6]=[N:7][C:8]([N:11]2[CH2:30][CH2:29][C:14]3[NH:15][C:16]4[CH:17]=[CH:18][C:19]([C:22]5[O:23][C:24]([CH:27]=O)=[CH:25][CH:26]=5)=[CH:20][C:21]=4[C:13]=3[CH2:12]2)=[N:9][CH:10]=1)=[O:4].[BH-](OC(C)=O)(OC(C)=O)OC(C)=O.[Na+].[CH3:45][N:46]1[CH2:51][CH2:50][NH:49][CH2:48][CH2:47]1. (6) The reactants are Br[C:2]1[CH:7]=[CH:6][CH:5]=[CH:4][N:3]=1.Br[C:9]1[CH:14]=[C:13]([Br:15])[CH:12]=[C:11](Br)[CH:10]=1. The catalyst is CCCCC.C([Li])(C)(C)C.O1CCCC1.C1C=CC([P]([Pd]([P](C2C=CC=CC=2)(C2C=CC=CC=2)C2C=CC=CC=2)([P](C2C=CC=CC=2)(C2C=CC=CC=2)C2C=CC=CC=2)[P](C2C=CC=CC=2)(C2C=CC=CC=2)C2C=CC=CC=2)(C2C=CC=CC=2)C2C=CC=CC=2)=CC=1. The product is [N:3]1[CH:4]=[CH:5][CH:6]=[CH:7][C:2]=1[C:11]1[CH:12]=[C:13]([Br:15])[CH:14]=[C:9]([C:2]2[CH:7]=[CH:6][CH:5]=[CH:4][N:3]=2)[CH:10]=1. The yield is 0.660. (7) The reactants are [CH3:1][O:2][CH2:3][CH2:4][O:5][CH2:6][CH2:7][N:8]1[C:20]2[CH:19]=[CH:18][C:17]([CH:21]=O)=[CH:16][C:15]=2[C:14]2[C:9]1=[CH:10][CH:11]=[CH:12][CH:13]=2.[Cl-:23].[OH:24][CH2:25][CH2:26][N+:27]1[CH:32]=[CH:31][C:30]([CH3:33])=[CH:29][CH:28]=1.N1CCCCC1. The catalyst is C(O)C. The product is [Cl-:23].[OH:24][CH2:25][CH2:26][N+:27]1[CH:32]=[CH:31][C:30](/[CH:33]=[CH:21]/[C:17]2[CH:18]=[CH:19][C:20]3[N:8]([CH2:7][CH2:6][O:5][CH2:4][CH2:3][O:2][CH3:1])[C:9]4[C:14]([C:15]=3[CH:16]=2)=[CH:13][CH:12]=[CH:11][CH:10]=4)=[CH:29][CH:28]=1. The yield is 0.530. (8) The reactants are [Cl:1][C:2]1[CH:3]=[N+:4]([O-:27])[CH:5]=[C:6]([Cl:26])[C:7]=1[CH2:8][C@@H:9]([C:11]1[CH:16]=[CH:15][C:14]([O:17][CH:18]([F:20])[F:19])=[C:13]([O:21][CH2:22][CH:23]2[CH2:25][CH2:24]2)[CH:12]=1)[OH:10].C(Cl)CCl.Cl.[O:33]=[C:34]1[C:42]2[C:37](=[CH:38][C:39]([N:43]([CH2:48][CH2:49][N:50]3[CH2:55][CH2:54][CH2:53][CH2:52][CH2:51]3)[S:44]([CH3:47])(=[O:46])=[O:45])=[CH:40][CH:41]=2)[C:36](=[O:56])[N:35]1[CH2:57][C:58](O)=[O:59]. The catalyst is CN(C1C=CN=CC=1)C.C(Cl)Cl. The product is [Cl:1][C:2]1[CH:3]=[N+:4]([O-:27])[CH:5]=[C:6]([Cl:26])[C:7]=1[CH2:8][C@@H:9]([C:11]1[CH:16]=[CH:15][C:14]([O:17][CH:18]([F:20])[F:19])=[C:13]([O:21][CH2:22][CH:23]2[CH2:25][CH2:24]2)[CH:12]=1)[O:10][C:58](=[O:59])[CH2:57][N:35]1[C:36](=[O:56])[C:37]2[C:42](=[CH:41][CH:40]=[C:39]([N:43]([CH2:48][CH2:49][N:50]3[CH2:51][CH2:52][CH2:53][CH2:54][CH2:55]3)[S:44]([CH3:47])(=[O:46])=[O:45])[CH:38]=2)[C:34]1=[O:33]. The yield is 0.522. (9) The reactants are Cl.Cl.[NH2:3][CH2:4][C:5]1[CH:10]=[CH:9][C:8]([C:11]2[N:15]3[CH:16]=[CH:17][C:18]([C:20]4[CH:25]=[CH:24][C:23]([C:26]([N:28]5[CH2:33][CH2:32][N:31]([CH3:34])[CH2:30][CH2:29]5)=[O:27])=[CH:22][CH:21]=4)=[CH:19][C:14]3=[N:13][CH:12]=2)=[CH:7][CH:6]=1.[F:35][C:36]([F:47])([F:46])[C:37]1[CH:38]=[C:39]([N:43]=[C:44]=[O:45])[CH:40]=[CH:41][CH:42]=1.C(N(CC)CC)C. The catalyst is CS(C)=O. The product is [CH3:34][N:31]1[CH2:32][CH2:33][N:28]([C:26]([C:23]2[CH:22]=[CH:21][C:20]([C:18]3[CH:17]=[CH:16][N:15]4[C:11]([C:8]5[CH:7]=[CH:6][C:5]([CH2:4][NH:3][C:44]([NH:43][C:39]6[CH:40]=[CH:41][CH:42]=[C:37]([C:36]([F:35])([F:46])[F:47])[CH:38]=6)=[O:45])=[CH:10][CH:9]=5)=[CH:12][N:13]=[C:14]4[CH:19]=3)=[CH:25][CH:24]=2)=[O:27])[CH2:29][CH2:30]1. The yield is 0.520.